Dataset: Experimental lipophilicity measurements (octanol/water distribution) for 4,200 compounds from AstraZeneca. Task: Regression/Classification. Given a drug SMILES string, predict its absorption, distribution, metabolism, or excretion properties. Task type varies by dataset: regression for continuous measurements (e.g., permeability, clearance, half-life) or binary classification for categorical outcomes (e.g., BBB penetration, CYP inhibition). For this dataset (lipophilicity_astrazeneca), we predict Y. The compound is C[C@@H]1CN(C(=O)OC(C)(C)C#N)CCN1c1ncc(OCc2ccncc2C#N)cn1. The Y is 2.30 logD.